Dataset: Full USPTO retrosynthesis dataset with 1.9M reactions from patents (1976-2016). Task: Predict the reactants needed to synthesize the given product. (1) Given the product [CH2:12]([O:14][C:15]([C:16]1[CH:3]=[C:4]([C:6]2[CH:11]=[CH:10][N:9]=[CH:8][CH:7]=2)[NH:32][C:17]=1[C:18]1[CH:23]=[CH:22][CH:21]=[CH:20][CH:19]=1)=[O:25])[CH3:13], predict the reactants needed to synthesize it. The reactants are: Br.Br[CH2:3][C:4]([C:6]1[CH:11]=[CH:10][N:9]=[CH:8][CH:7]=1)=O.[CH2:12]([O:14][C:15](=[O:25])[CH2:16][C:17](=O)[C:18]1[CH:23]=[CH:22][CH:21]=[CH:20][CH:19]=1)[CH3:13].[H-].[Na+].C([O-])(=O)C.[NH4+:32]. (2) Given the product [ClH:29].[ClH:29].[CH2:1]([N:3]([CH2:6][C:7]1[CH:12]=[CH:11][N:10]=[C:9]([F:13])[C:8]=1[CH2:14][NH:15][C:16]([C:18]1[CH:27]=[N:26][C:25]2[C:20](=[CH:21][CH:22]=[C:23]([I:28])[CH:24]=2)[N:19]=1)=[O:17])[CH2:4][CH3:5])[CH3:2], predict the reactants needed to synthesize it. The reactants are: [CH2:1]([N:3]([CH2:6][C:7]1[CH:12]=[CH:11][N:10]=[C:9]([F:13])[C:8]=1[CH2:14][NH:15][C:16]([C:18]1[CH:27]=[N:26][C:25]2[C:20](=[CH:21][CH:22]=[C:23]([I:28])[CH:24]=2)[N:19]=1)=[O:17])[CH2:4][CH3:5])[CH3:2].[ClH:29].Cl.C(N(CCNC(C1C=NC2C(=CC=C(I)C=2)N=1)=O)CCOC1C(F)=NC=CC=1)C. (3) Given the product [C:36]([O:35][C:34]([NH:33][CH2:32][CH2:31][CH2:30][CH2:29][CH2:28][CH2:27][O:25][C:17]1[CH:16]=[C:15]([NH:14][C:4]2[N:3]=[C:2]([Cl:1])[N:7]=[C:6]([O:8][CH2:9][C:10]([F:12])([F:13])[F:11])[N:5]=2)[CH:24]=[CH:23][C:18]=1[C:19]([O:21][CH3:22])=[O:20])=[O:40])([CH3:39])([CH3:38])[CH3:37], predict the reactants needed to synthesize it. The reactants are: [Cl:1][C:2]1[N:7]=[C:6]([O:8][CH2:9][C:10]([F:13])([F:12])[F:11])[N:5]=[C:4]([NH:14][C:15]2[CH:24]=[CH:23][C:18]([C:19]([O:21][CH3:22])=[O:20])=[C:17]([OH:25])[CH:16]=2)[N:3]=1.O[CH2:27][CH2:28][CH2:29][CH2:30][CH2:31][CH2:32][NH:33][C:34](=[O:40])[O:35][C:36]([CH3:39])([CH3:38])[CH3:37].C1(P(C2C=CC=CC=2)C2C=CC=CC=2)C=CC=CC=1.CC(OC(/N=N/C(OC(C)C)=O)=O)C. (4) Given the product [CH2:1]([O:3][C:4]1[CH:30]=[CH:29][C:7]([C:8]([NH:10][C:11]2[CH:12]=[C:13]([F:28])[C:14]([C:15]([OH:17])=[O:16])=[C:25]([F:27])[CH:26]=2)=[O:9])=[CH:6][C:5]=1[C:31]([F:33])([F:34])[F:32])[CH3:2], predict the reactants needed to synthesize it. The reactants are: [CH2:1]([O:3][C:4]1[CH:30]=[CH:29][C:7]([C:8]([NH:10][C:11]2[CH:26]=[C:25]([F:27])[C:14]([C:15]([O:17]CC3C=CC=CC=3)=[O:16])=[C:13]([F:28])[CH:12]=2)=[O:9])=[CH:6][C:5]=1[C:31]([F:34])([F:33])[F:32])[CH3:2].